The task is: Regression. Given a peptide amino acid sequence and an MHC pseudo amino acid sequence, predict their binding affinity value. This is MHC class II binding data.. This data is from Peptide-MHC class II binding affinity with 134,281 pairs from IEDB. (1) The peptide sequence is KVFIDTIPNIMFFST. The MHC is DRB1_0301 with pseudo-sequence DRB1_0301. The binding affinity (normalized) is 0.740. (2) The MHC is DRB1_0301 with pseudo-sequence DRB1_0301. The peptide sequence is DTFRKDFRVYDNFLR. The binding affinity (normalized) is 0.384. (3) The peptide sequence is KNPLKFDNTYFTELL. The MHC is DRB5_0101 with pseudo-sequence DRB5_0101. The binding affinity (normalized) is 0.223.